This data is from Full USPTO retrosynthesis dataset with 1.9M reactions from patents (1976-2016). The task is: Predict the reactants needed to synthesize the given product. Given the product [CH2:24]([N:31]1[CH2:36][CH2:35][C@H:34]([C@@H:37]([OH:39])[CH3:38])[C@@H:33]([C:40]2[CH:45]=[CH:44][C:43]([F:46])=[C:42]([F:47])[CH:41]=2)[CH2:32]1)[C:25]1[CH:30]=[CH:29][CH:28]=[CH:27][CH:26]=1, predict the reactants needed to synthesize it. The reactants are: C(N1CCC(C(O)C)C(C2C=CC(Cl)=CC=2)C1)C1C=CC=CC=1.[CH2:24]([N:31]1[CH2:36][CH2:35][C@H:34]([C:37](=[O:39])[CH3:38])[C@@H:33]([C:40]2[CH:45]=[CH:44][C:43]([F:46])=[C:42]([F:47])[CH:41]=2)[CH2:32]1)[C:25]1[CH:30]=[CH:29][CH:28]=[CH:27][CH:26]=1.[H-].[H-].[H-].[H-].[Li+].[Al+3].